From a dataset of Catalyst prediction with 721,799 reactions and 888 catalyst types from USPTO. Predict which catalyst facilitates the given reaction. (1) Reactant: [CH:1](O)=[O:2].C(OC(=O)C)(=O)C.[NH2:11][C:12]1[CH:13]=[C:14]([CH:60]=[CH:61][C:62]=1[O:63][CH2:64][C:65]1[CH:70]=[CH:69][CH:68]=[CH:67][CH:66]=1)[CH2:15][CH2:16][N:17]([CH2:28][CH2:29][N:30]([CH:54]1[CH2:59][CH2:58][CH2:57][CH2:56][CH2:55]1)[C:31](=[O:53])[CH2:32][CH2:33][N:34]([C:43]([O:45][CH2:46][C:47]1[CH:52]=[CH:51][CH:50]=[CH:49][CH:48]=1)=[O:44])[CH2:35][CH2:36][C:37]1[CH:42]=[CH:41][CH:40]=[CH:39][CH:38]=1)[C:18](=[O:27])[O:19][CH2:20][C:21]1[CH:26]=[CH:25][CH:24]=[CH:23][CH:22]=1. Product: [CH2:64]([O:63][C:62]1[CH:61]=[CH:60][C:14]([CH2:15][CH2:16][N:17]([CH2:28][CH2:29][N:30]([CH:54]2[CH2:59][CH2:58][CH2:57][CH2:56][CH2:55]2)[C:31](=[O:53])[CH2:32][CH2:33][N:34]([C:43]([O:45][CH2:46][C:47]2[CH:48]=[CH:49][CH:50]=[CH:51][CH:52]=2)=[O:44])[CH2:35][CH2:36][C:37]2[CH:42]=[CH:41][CH:40]=[CH:39][CH:38]=2)[C:18](=[O:27])[O:19][CH2:20][C:21]2[CH:26]=[CH:25][CH:24]=[CH:23][CH:22]=2)=[CH:13][C:12]=1[NH:11][CH:1]=[O:2])[C:65]1[CH:70]=[CH:69][CH:68]=[CH:67][CH:66]=1. The catalyst class is: 54. (2) Reactant: [CH2:1]([O:3][C:4](=[O:25])[CH:5](O)[C:6]1[N:10]2[CH:11]=[C:12]([CH3:15])[CH:13]=[CH:14][C:9]2=[N:8][C:7]=1[C:16]1[CH:21]=[CH:20][C:19]([O:22][CH3:23])=[CH:18][CH:17]=1)[CH3:2]. Product: [CH2:1]([O:3][C:4](=[O:25])[CH2:5][C:6]1[N:10]2[CH:11]=[C:12]([CH3:15])[CH:13]=[CH:14][C:9]2=[N:8][C:7]=1[C:16]1[CH:17]=[CH:18][C:19]([O:22][CH3:23])=[CH:20][CH:21]=1)[CH3:2]. The catalyst class is: 91. (3) Reactant: [Cl:1][C:2]1[N:10]=[C:9]2[C:5]([NH:6][CH:7]=[N:8]2)=[C:4]([Cl:11])[N:3]=1.C(=O)([O-])[O-].[K+].[K+].[CH3:18][O:19][CH:20](Br)[CH3:21]. Product: [Cl:1][C:2]1[N:10]=[C:9]2[C:5]([N:6]=[CH:7][N:8]2[CH2:21][CH2:20][O:19][CH3:18])=[C:4]([Cl:11])[N:3]=1. The catalyst class is: 16. (4) Reactant: [Br:1][C:2]1[CH:11]=[CH:10][C:5]([C:6]([O:8][CH3:9])=[O:7])=[CH:4][C:3]=1[OH:12].I[CH2:14][CH2:15][NH:16][S:17]([CH3:20])(=[O:19])=[O:18].[H-].[Na+]. Product: [Br:1][C:2]1[CH:11]=[CH:10][C:5]([C:6]([O:8][CH3:9])=[O:7])=[CH:4][C:3]=1[O:12][CH2:14][CH2:15][NH:16][S:17]([CH3:20])(=[O:19])=[O:18]. The catalyst class is: 3. (5) Reactant: [C:1]([O:5][C@@H:6]([C:12]1[C:13]([CH3:36])=[N:14][C:15]2[N:16]([N:19]=[C:20]([C:22](=[O:35])[NH:23][CH2:24][C:25](=[O:34])[CH2:26][C:27]3[CH:32]=[CH:31][C:30]([F:33])=[CH:29][CH:28]=3)[CH:21]=2)[C:17]=1I)[C:7]([O:9][CH2:10][CH3:11])=[O:8])([CH3:4])([CH3:3])[CH3:2].[CH2:37]([C:39]1([CH3:45])[CH2:44][CH2:43][NH:42][CH2:41][CH2:40]1)[CH3:38].CCN(C(C)C)C(C)C. Product: [C:1]([O:5][C@@H:6]([C:12]1[C:13]([CH3:36])=[N:14][C:15]2[N:16]([N:19]=[C:20]([C:22](=[O:35])[NH:23][CH2:24][C:25](=[O:34])[CH2:26][C:27]3[CH:32]=[CH:31][C:30]([F:33])=[CH:29][CH:28]=3)[CH:21]=2)[C:17]=1[N:42]1[CH2:43][CH2:44][C:39]([CH2:37][CH3:38])([CH3:45])[CH2:40][CH2:41]1)[C:7]([O:9][CH2:10][CH3:11])=[O:8])([CH3:4])([CH3:3])[CH3:2]. The catalyst class is: 179. (6) Reactant: [CH3:1][C:2]1(C)[C:6](C)(C)OB(C(C)=C)O1.C(=O)([O-])[O-].[Na+].[Na+].Br[C:20]1[C:21]([N:42]2[CH2:47][CH2:46][CH2:45][C@@H:44]([NH:48][C:49]([O:51][C:52]([CH3:55])([CH3:54])[CH3:53])=[O:50])[CH2:43]2)=[C:22]2[C:28]([NH:29][C:30]([CH:32]3[CH2:34][CH2:33]3)=[O:31])=[CH:27][N:26](C(OC(C)(C)C)=O)[C:23]2=[N:24][CH:25]=1. Product: [CH:32]1([C:30]([NH:29][C:28]2[C:22]3[C:23](=[N:24][CH:25]=[C:20]([C:2]([CH3:6])=[CH2:1])[C:21]=3[N:42]3[CH2:47][CH2:46][CH2:45][C@@H:44]([NH:48][C:49](=[O:50])[O:51][C:52]([CH3:53])([CH3:55])[CH3:54])[CH2:43]3)[NH:26][CH:27]=2)=[O:31])[CH2:34][CH2:33]1. The catalyst class is: 755.